This data is from Reaction yield outcomes from USPTO patents with 853,638 reactions. The task is: Predict the reaction yield, written as a fraction of the theoretical maximum amount of product (1.0 means a 100% yield; for example, 0.34 means a 34% yield). (1) The reactants are C(Cl)(=O)C(Cl)=O.[CH3:7][N:8]([CH2:10][C:11]1[CH:19]=[CH:18][C:14]([C:15]([OH:17])=O)=[CH:13][CH:12]=1)[CH3:9].[NH2:20][C:21]1[N:25](C(OC(C)(C)C)=O)[N:24]=[C:23]([CH2:33][CH2:34][C:35]2[CH:40]=[C:39]([O:41][CH3:42])[CH:38]=[C:37]([O:43][CH3:44])[CH:36]=2)[CH:22]=1.N1C=CC=CC=1.C(O)(C(F)(F)F)=O. The catalyst is C(Cl)Cl.CN(C=O)C. The product is [CH3:42][O:41][C:39]1[CH:40]=[C:35]([CH2:34][CH2:33][C:23]2[NH:24][N:25]=[C:21]([NH:20][C:15](=[O:17])[C:14]3[CH:13]=[CH:12][C:11]([CH2:10][N:8]([CH3:7])[CH3:9])=[CH:19][CH:18]=3)[CH:22]=2)[CH:36]=[C:37]([O:43][CH3:44])[CH:38]=1. The yield is 0.250. (2) The reactants are [CH:1]([O:4][C:5]1[C:6]([O:23][CH3:24])=[CH:7][C:8]([N+:20]([O-:22])=[O:21])=[C:9]([CH:11]([OH:19])[C:12]#[C:13][C:14]([O:16][CH2:17][CH3:18])=[O:15])[CH:10]=1)([CH3:3])[CH3:2].[CH3:25][O:26][C:27]1[CH:36]=[CH:35][C:30]([CH2:31][N:32]=[N+:33]=[N-:34])=[CH:29][CH:28]=1. The catalyst is C1(C)C=CC=CC=1. The product is [OH:19][CH:11]([C:9]1[CH:10]=[C:5]([O:4][CH:1]([CH3:3])[CH3:2])[C:6]([O:23][CH3:24])=[CH:7][C:8]=1[N+:20]([O-:22])=[O:21])[C:12]1[N:34]=[N:33][N:32]([CH2:31][C:30]2[CH:35]=[CH:36][C:27]([O:26][CH3:25])=[CH:28][CH:29]=2)[C:13]=1[C:14]([O:16][CH2:17][CH3:18])=[O:15]. The yield is 0.750. (3) The reactants are [NH2:1][C:2]1[CH:29]=[CH:28][C:5]([O:6][C:7]2[CH:12]=[CH:11][N:10]=[C:9]([N:13]=[C:14]([C:21]3[CH:26]=[CH:25][CH:24]=[CH:23][CH:22]=3)[C:15]3[CH:20]=[CH:19][CH:18]=[CH:17][CH:16]=3)[C:8]=2[Cl:27])=[C:4]([F:30])[CH:3]=1.[F:31][C:32]1[CH:37]=[CH:36][C:35]([C:38]2[C:39](=[O:47])[C:40]([C:44](O)=[O:45])=[CH:41][NH:42][CH:43]=2)=[CH:34][CH:33]=1.CN(C(ON1N=NC2C=CC=NC1=2)=[N+](C)C)C.F[P-](F)(F)(F)(F)F.CCN(C(C)C)C(C)C. The catalyst is CN(C=O)C. The product is [Cl:27][C:8]1[C:9]([N:13]=[C:14]([C:15]2[CH:20]=[CH:19][CH:18]=[CH:17][CH:16]=2)[C:21]2[CH:26]=[CH:25][CH:24]=[CH:23][CH:22]=2)=[N:10][CH:11]=[CH:12][C:7]=1[O:6][C:5]1[CH:28]=[CH:29][C:2]([NH:1][C:44]([C:40]2[C:39](=[O:47])[C:38]([C:35]3[CH:36]=[CH:37][C:32]([F:31])=[CH:33][CH:34]=3)=[CH:43][NH:42][CH:41]=2)=[O:45])=[CH:3][C:4]=1[F:30]. The yield is 0.780. (4) The reactants are [CH3:1][C:2]1[CH:28]=[CH:27][C:5]([C:6]([N:8]=[C:9]2[N:13]([CH:14]([CH2:20][CH3:21])[C:15]([O:17]CC)=[O:16])[C:12]3[CH:22]=[CH:23][C:24]([CH3:26])=[CH:25][C:11]=3[S:10]2)=[O:7])=[CH:4][CH:3]=1.O1CCCC1.[OH-].[Na+]. The catalyst is CO. The product is [CH3:26][C:24]1[CH:23]=[CH:22][C:12]2[N:13]([CH:14]([CH2:20][CH3:21])[C:15]([OH:17])=[O:16])[C:9](=[N:8][C:6](=[O:7])[C:5]3[CH:4]=[CH:3][C:2]([CH3:1])=[CH:28][CH:27]=3)[S:10][C:11]=2[CH:25]=1. The yield is 0.450. (5) The reactants are [CH3:1][O:2][C:3]1[CH:8]=[C:7]([CH3:9])[C:6]([S:10]([N:13]2[CH2:17][CH2:16][CH2:15][C@H:14]2[CH2:18][OH:19])(=[O:12])=[O:11])=[C:5]([CH3:20])[CH:4]=1.[OH-].[Na+].Br[CH2:24][C:25]([O:27][C:28]([CH3:31])([CH3:30])[CH3:29])=[O:26]. The catalyst is ClCCl.[Cl-].C([N+](CCCC)(CCCC)CCCC)CCC. The product is [CH3:1][O:2][C:3]1[CH:4]=[C:5]([CH3:20])[C:6]([S:10]([N:13]2[CH2:17][CH2:16][CH2:15][C@H:14]2[CH2:18][O:19][CH2:24][C:25]([O:27][C:28]([CH3:31])([CH3:30])[CH3:29])=[O:26])(=[O:11])=[O:12])=[C:7]([CH3:9])[CH:8]=1. The yield is 0.810. (6) The reactants are [F:1][C:2]1[CH:3]=[CH:4][C:5]([C:8]2[C:12]([CH2:13][O:14][C:15]3[CH:23]=[CH:22][C:18]([C:19]([OH:21])=O)=[CH:17][N:16]=3)=[C:11]([CH3:24])[O:10][N:9]=2)=[N:6][CH:7]=1.ClC1C=C(C2C(CO[C:39]3[CH:47]=[CH:46][C:42]([C:43](O)=[O:44])=CN=3)=C(C)ON=2)C=CC=1.[NH2:49]C1CCOCC1. No catalyst specified. The product is [F:1][C:2]1[CH:3]=[CH:4][C:5]([C:8]2[C:12]([CH2:13][O:14][C:15]3[CH:23]=[CH:22][C:18]([C:19]([NH2:49])=[O:21])=[C:17]([CH:46]4[CH2:47][CH2:39][O:44][CH2:43][CH2:42]4)[N:16]=3)=[C:11]([CH3:24])[O:10][N:9]=2)=[N:6][CH:7]=1. The yield is 0.850.